Dataset: Catalyst prediction with 721,799 reactions and 888 catalyst types from USPTO. Task: Predict which catalyst facilitates the given reaction. (1) Reactant: [F:1][C:2]([F:32])([F:31])[C:3]1[CH:4]=[C:5]([NH:9][C:10]([N:12]2[C:20]3[C:15](=[CH:16][C:17]([O:21][C:22]4[CH:27]=[C:26]([N:28]=[N+]=[N-])[N:25]=[CH:24][N:23]=4)=[CH:18][CH:19]=3)[CH2:14][CH2:13]2)=[O:11])[CH:6]=[CH:7][CH:8]=1. Product: [F:31][C:2]([F:1])([F:32])[C:3]1[CH:4]=[C:5]([NH:9][C:10]([N:12]2[C:20]3[C:15](=[CH:16][C:17]([O:21][C:22]4[CH:27]=[C:26]([NH2:28])[N:25]=[CH:24][N:23]=4)=[CH:18][CH:19]=3)[CH2:14][CH2:13]2)=[O:11])[CH:6]=[CH:7][CH:8]=1. The catalyst class is: 123. (2) Reactant: [Cl:1][C:2]1[CH:11]=[C:10]2[C:5]([C:6]([C:12]3[CH:17]=[CH:16][CH:15]=[CH:14][CH:13]=3)=[CH:7][CH:8]=[N:9]2)=[CH:4][CH:3]=1.C1C=C(Cl)C=C(C(OO)=O)C=1.[CH3:29][N:30](C)C(Cl)=O.C[Si](C#N)(C)C.C([O-])(O)=O.[Na+]. Product: [Cl:1][C:2]1[CH:11]=[C:10]2[C:5]([C:6]([C:12]3[CH:17]=[CH:16][CH:15]=[CH:14][CH:13]=3)=[CH:7][C:8]([C:29]#[N:30])=[N:9]2)=[CH:4][CH:3]=1. The catalyst class is: 22. (3) Reactant: C([SiH](CC)CC)C.FC(F)(F)C(O)=O.ClC(Cl)C.[CH3:19][O:20][C:21](=[O:34])[CH2:22][N:23]1[C:31]2[C:26](=[CH:27][C:28]([Cl:32])=[CH:29][CH:30]=2)[CH:25]=[C:24]1[CH3:33].[C:35]1([S:41]([C:44]2[CH:48]=[CH:47][S:46][C:45]=2[CH:49]=O)(=[O:43])=[O:42])[CH:40]=[CH:39][CH:38]=[CH:37][CH:36]=1. Product: [CH3:19][O:20][C:21](=[O:34])[CH2:22][N:23]1[C:31]2[C:26](=[CH:27][C:28]([Cl:32])=[CH:29][CH:30]=2)[C:25]([CH2:49][C:45]2[S:46][CH:47]=[CH:48][C:44]=2[S:41]([C:35]2[CH:36]=[CH:37][CH:38]=[CH:39][CH:40]=2)(=[O:43])=[O:42])=[C:24]1[CH3:33]. The catalyst class is: 662. (4) Reactant: [F:1][CH:2]([F:15])[O:3][C:4]1[CH:11]=[CH:10][C:7]([CH:8]=O)=[CH:6][C:5]=1[O:12][CH2:13][CH3:14].[Li][N:17]([Si](C)(C)C)[Si](C)(C)C.B(F)(F)F.[CH3:30][S:31]([CH3:34])(=[O:33])=[O:32]. Product: [F:1][CH:2]([F:15])[O:3][C:4]1[CH:11]=[CH:10][C:7]([CH:8]([NH2:17])[CH2:30][S:31]([CH3:34])(=[O:33])=[O:32])=[CH:6][C:5]=1[O:12][CH2:13][CH3:14]. The catalyst class is: 92. (5) Reactant: [OH:1][C:2]1[CH:3]=[C:4]([CH:9]=[CH:10][N:11]=1)[C:5]([O:7][CH3:8])=[O:6].Br[CH:13]([C:15]1[CH:20]=[CH:19][CH:18]=[CH:17][CH:16]=1)[CH3:14].C(=O)([O-])[O-].[K+].[K+]. Product: [O:1]=[C:2]1[CH:3]=[C:4]([C:5]([O:7][CH3:8])=[O:6])[CH:9]=[CH:10][N:11]1[CH:13]([C:15]1[CH:20]=[CH:19][CH:18]=[CH:17][CH:16]=1)[CH3:14]. The catalyst class is: 9.